From a dataset of Full USPTO retrosynthesis dataset with 1.9M reactions from patents (1976-2016). Predict the reactants needed to synthesize the given product. Given the product [NH:1]1[C:9]2[C:4](=[CH:5][CH:6]=[CH:7][CH:8]=2)[CH:3]=[C:2]1[C:10]1[C:18]2[C:13](=[CH:14][CH:15]=[C:16]([OH:19])[CH:17]=2)[NH:12][N:11]=1, predict the reactants needed to synthesize it. The reactants are: [NH:1]1[C:9]2[C:4](=[CH:5][CH:6]=[CH:7][CH:8]=2)[CH:3]=[C:2]1[C:10]1[C:18]2[C:13](=[CH:14][CH:15]=[C:16]([O:19]C3C=CC=CC=3)[CH:17]=2)[NH:12][N:11]=1.C([O-])=O.[NH4+].